This data is from NCI-60 drug combinations with 297,098 pairs across 59 cell lines. The task is: Regression. Given two drug SMILES strings and cell line genomic features, predict the synergy score measuring deviation from expected non-interaction effect. Drug 1: C1CN1P(=S)(N2CC2)N3CC3. Drug 2: CCC1(CC2CC(C3=C(CCN(C2)C1)C4=CC=CC=C4N3)(C5=C(C=C6C(=C5)C78CCN9C7C(C=CC9)(C(C(C8N6C)(C(=O)OC)O)OC(=O)C)CC)OC)C(=O)OC)O.OS(=O)(=O)O. Cell line: SNB-19. Synergy scores: CSS=3.67, Synergy_ZIP=-3.90, Synergy_Bliss=-0.741, Synergy_Loewe=-0.484, Synergy_HSA=-0.484.